This data is from Catalyst prediction with 721,799 reactions and 888 catalyst types from USPTO. The task is: Predict which catalyst facilitates the given reaction. (1) Reactant: [C:1]1([NH:7][C:8]2[N:13]=[CH:12][C:11]([C:14]([NH:16][CH2:17][C:18]([OH:20])=O)=[O:15])=[CH:10][CH:9]=2)[CH:6]=[CH:5][CH:4]=[CH:3][CH:2]=1.CCN(C(C)C)C(C)C.C1C=CC2N(O)N=NC=2C=1.CCN=C=NCCCN(C)C.Cl.Cl.Cl.[Cl:54][C:55]1[CH:60]=[CH:59][CH:58]=[CH:57][C:56]=1[NH:61][CH:62]1[CH2:67][CH2:66][NH:65][CH2:64][CH2:63]1. Product: [Cl:54][C:55]1[CH:60]=[CH:59][CH:58]=[CH:57][C:56]=1[NH:61][CH:62]1[CH2:67][CH2:66][N:65]([C:18](=[O:20])[CH2:17][NH:16][C:14](=[O:15])[C:11]2[CH:10]=[CH:9][C:8]([NH:7][C:1]3[CH:2]=[CH:3][CH:4]=[CH:5][CH:6]=3)=[N:13][CH:12]=2)[CH2:64][CH2:63]1. The catalyst class is: 18. (2) Reactant: [F:1][C:2]([F:14])([F:13])[C:3]([C:5]1[S:9][C:8]([C:10]([OH:12])=O)=[CH:7][CH:6]=1)=[O:4].F[P-](F)(F)(F)(F)F.N1(O[P+](N(C)C)(N(C)C)N(C)C)C2C=CC=CC=2N=N1.[NH2:42][S:43]([C:46]1[CH:51]=[CH:50][C:49]([NH:52][C:53](=[O:55])[CH3:54])=[CH:48][CH:47]=1)(=[O:45])=[O:44].CCN(P1(N(C)CCCN1C)=NC(C)(C)C)CC. The catalyst class is: 2. Product: [C:53]([NH:52][C:49]1[CH:48]=[CH:47][C:46]([S:43]([NH:42][C:10]([C:8]2[S:9][C:5]([C:3](=[O:4])[C:2]([F:1])([F:14])[F:13])=[CH:6][CH:7]=2)=[O:12])(=[O:44])=[O:45])=[CH:51][CH:50]=1)(=[O:55])[CH3:54]. (3) Reactant: C[Si]([N-][Si](C)(C)C)(C)C.[Li+].F[C:12]1[C:13]([C:20]2[NH:29][C:28](=[O:30])[C:27]3[C:22](=[CH:23][C:24]([O:33][CH3:34])=[CH:25][C:26]=3[O:31][CH3:32])[N:21]=2)=[N:14][CH:15]=[C:16]([O:18][CH3:19])[CH:17]=1.[CH3:35][N:36]1[CH2:41][CH2:40][CH:39]([NH2:42])[CH2:38][CH2:37]1. Product: [CH3:32][O:31][C:26]1[CH:25]=[C:24]([O:33][CH3:34])[CH:23]=[C:22]2[C:27]=1[C:28](=[O:30])[NH:29][C:20]([C:13]1[C:12]([NH:42][CH:39]3[CH2:40][CH2:41][N:36]([CH3:35])[CH2:37][CH2:38]3)=[CH:17][C:16]([O:18][CH3:19])=[CH:15][N:14]=1)=[N:21]2. The catalyst class is: 598. (4) Reactant: [OH-:1].[Na+].OO.[Br:5][C:6]1[CH:7]=[CH:8][C:9]([O:12][C@H:13]([C:15]2[N:16]([CH3:32])[C:17]([C:20]3[CH:27]=[CH:26][C:23]([C:24]#[N:25])=[CH:22][C:21]=3[C:28]([F:31])([F:30])[F:29])=[N:18][N:19]=2)[CH3:14])=[N:10][CH:11]=1.O. Product: [Br:5][C:6]1[CH:7]=[CH:8][C:9]([O:12][C@H:13]([C:15]2[N:16]([CH3:32])[C:17]([C:20]3[CH:27]=[CH:26][C:23]([C:24]([NH2:25])=[O:1])=[CH:22][C:21]=3[C:28]([F:31])([F:29])[F:30])=[N:18][N:19]=2)[CH3:14])=[N:10][CH:11]=1. The catalyst class is: 8. (5) Reactant: [Cl:1][C:2]1[CH:3]=[C:4]([NH:8][C:9]2[C:10](=[O:26])[N:11]([CH2:24][CH3:25])[N:12]=[C:13]([C:18]3[CH:23]=[CH:22][CH:21]=[CH:20][CH:19]=3)[C:14]=2[CH:15]([OH:17])[CH3:16])[CH:5]=[CH:6][CH:7]=1.[CH3:27]O. Product: [Cl:1][C:2]1[CH:3]=[C:4]([NH:8][C:9]2[C:10](=[O:26])[N:11]([CH2:24][CH3:25])[N:12]=[C:13]([C:18]3[CH:19]=[CH:20][CH:21]=[CH:22][CH:23]=3)[C:14]=2[CH:15]([O:17][CH3:27])[CH3:16])[CH:5]=[CH:6][CH:7]=1. The catalyst class is: 6. (6) Reactant: [OH-:1].[Na+:2].[CH3:3][C:4]1([CH3:9])[O:7][C:6](=[O:8])[CH2:5]1. Product: [OH:7][C:4]([CH3:9])([CH3:3])[CH2:5][C:6]([O-:1])=[O:8].[Na+:2]. The catalyst class is: 6. (7) Reactant: [F:1][C:2]1[CH:29]=[CH:28][CH:27]=[C:26]([F:30])[C:3]=1[CH2:4][N:5]1[C:9]2[CH:10]=[CH:11][CH:12]=[C:13]([NH:14][C:15](=[O:17])[CH3:16])[C:8]=2[N:7]=[C:6]1[C:18]1[C:23]([F:24])=[CH:22][CH:21]=[CH:20][C:19]=1[F:25].[CH3:31]I.[H-].[Na+]. Product: [F:1][C:2]1[CH:29]=[CH:28][CH:27]=[C:26]([F:30])[C:3]=1[CH2:4][N:5]1[C:9]2[CH:10]=[CH:11][CH:12]=[C:13]([N:14]([CH3:31])[C:15](=[O:17])[CH3:16])[C:8]=2[N:7]=[C:6]1[C:18]1[C:19]([F:25])=[CH:20][CH:21]=[CH:22][C:23]=1[F:24]. The catalyst class is: 1.